Dataset: Choline transporter screen with 302,306 compounds. Task: Binary Classification. Given a drug SMILES string, predict its activity (active/inactive) in a high-throughput screening assay against a specified biological target. (1) The compound is s1c(nc(c2ccccc2)c1)c1c(nc(c(c1)C(O)=O)C(F)(F)F)C. The result is 0 (inactive). (2) The drug is Brc1cc(C(c2c3c([nH]c2C(O)=O)cccc3)c2c3c([nH]c2C(O)=O)cccc3)c(OCC(O)=O)cc1. The result is 0 (inactive). (3) The compound is O=C1C(=N\NC(=O)c2c(O)cccc2)/C(Cc2n(ncc12)c1ccccc1)(C)C. The result is 0 (inactive). (4) The drug is Clc1cc(N\C=C2\C(=NNC2=O)c2ccccc2)ccc1. The result is 0 (inactive). (5) The result is 0 (inactive). The molecule is Clc1ccc(Sc2c(NC(=O)CCl)cccc2)cc1. (6) The drug is S(=O)(=O)(N1CCOCC1)c1cc(c(F)cc1)C(=O)NCCOc1cc(cc(c1)C)C. The result is 0 (inactive). (7) The compound is Clc1ccc(NC(=O)Nc2noc(c2)C)cc1. The result is 0 (inactive). (8) The drug is O=C(NC12CC3CC(C1)CC(C2)C3)C1N(CCC1)C(=O)Nc1c(OC)cccc1. The result is 0 (inactive). (9) The drug is Clc1c(C(=O)NCC(OCC(=O)NC2CCCCCCC2)=O)ccc(Cl)c1. The result is 0 (inactive).